From a dataset of NCI-60 drug combinations with 297,098 pairs across 59 cell lines. Regression. Given two drug SMILES strings and cell line genomic features, predict the synergy score measuring deviation from expected non-interaction effect. (1) Drug 1: C1=CC(=CC=C1CCCC(=O)O)N(CCCl)CCCl. Drug 2: C1=NC2=C(N1)C(=S)N=C(N2)N. Cell line: NCI/ADR-RES. Synergy scores: CSS=28.7, Synergy_ZIP=-12.8, Synergy_Bliss=-7.84, Synergy_Loewe=-4.36, Synergy_HSA=-1.98. (2) Drug 1: C1CCN(CC1)CCOC2=CC=C(C=C2)C(=O)C3=C(SC4=C3C=CC(=C4)O)C5=CC=C(C=C5)O. Drug 2: CC1=C(C(CCC1)(C)C)C=CC(=CC=CC(=CC(=O)O)C)C. Cell line: SNB-19. Synergy scores: CSS=-4.89, Synergy_ZIP=2.27, Synergy_Bliss=-0.127, Synergy_Loewe=-4.38, Synergy_HSA=-3.65. (3) Drug 1: COC1=CC(=CC(=C1O)OC)C2C3C(COC3=O)C(C4=CC5=C(C=C24)OCO5)OC6C(C(C7C(O6)COC(O7)C8=CC=CS8)O)O. Drug 2: C1C(C(OC1N2C=NC3=C(N=C(N=C32)Cl)N)CO)O. Cell line: U251. Synergy scores: CSS=40.0, Synergy_ZIP=-2.67, Synergy_Bliss=-2.55, Synergy_Loewe=-11.8, Synergy_HSA=-2.40. (4) Drug 1: C1=NC2=C(N=C(N=C2N1C3C(C(C(O3)CO)O)O)F)N. Drug 2: C(=O)(N)NO. Cell line: K-562. Synergy scores: CSS=11.9, Synergy_ZIP=7.43, Synergy_Bliss=5.23, Synergy_Loewe=12.9, Synergy_HSA=2.38. (5) Drug 1: C1CC(C1)(C(=O)O)C(=O)O.[NH2-].[NH2-].[Pt+2]. Drug 2: C1=CC=C(C=C1)NC(=O)CCCCCCC(=O)NO. Cell line: OVCAR-8. Synergy scores: CSS=28.8, Synergy_ZIP=-6.13, Synergy_Bliss=0.573, Synergy_Loewe=-44.2, Synergy_HSA=-4.75.